From a dataset of Catalyst prediction with 721,799 reactions and 888 catalyst types from USPTO. Predict which catalyst facilitates the given reaction. (1) Reactant: [CH3:1][C:2]1[N:3]([C:8]2[CH:12]=[C:11]([C:13]([N:15]([O:17][CH3:18])[CH3:16])=[O:14])[NH:10][N:9]=2)[C:4]([CH3:7])=[CH:5][CH:6]=1.Cl[CH2:20][CH2:21][NH:22][C:23](=[O:29])[O:24][C:25]([CH3:28])([CH3:27])[CH3:26].C([O-])([O-])=O.[Na+].[Na+].CN(C=O)C. The catalyst class is: 6. Product: [CH3:1][C:2]1[N:3]([C:8]2[CH:12]=[C:11]([C:13](=[O:14])[N:15]([O:17][CH3:18])[CH3:16])[N:10]([CH2:20][CH2:21][NH:22][C:23](=[O:29])[O:24][C:25]([CH3:28])([CH3:27])[CH3:26])[N:9]=2)[C:4]([CH3:7])=[CH:5][CH:6]=1. (2) Reactant: [H-].[Na+].Cl.Cl.[NH2:5][C@@H:6]1[CH:11]2[CH2:12][CH2:13][N:8]([CH2:9][CH2:10]2)[CH2:7]1.[C:14](Cl)([O:16][CH2:17][C:18]1[CH:23]=[CH:22][CH:21]=[CH:20][CH:19]=1)=[O:15]. Product: [CH2:17]([O:16][C:14](=[O:15])[NH:5][C@@H:6]1[CH:11]2[CH2:12][CH2:13][N:8]([CH2:9][CH2:10]2)[CH2:7]1)[C:18]1[CH:23]=[CH:22][CH:21]=[CH:20][CH:19]=1. The catalyst class is: 170. (3) Reactant: [CH3:1][C:2]1[NH:3][CH:4]=[CH:5][N:6]=1.[H-].[Na+].F[C:10]1[CH:11]=[N:12][CH:13]=[CH:14][CH:15]=1.C(=O)(O)[O-].[Na+]. Product: [CH3:1][C:2]1[N:3]([C:10]2[CH:11]=[N:12][CH:13]=[CH:14][CH:15]=2)[CH:4]=[CH:5][N:6]=1. The catalyst class is: 3. (4) Reactant: [F:1][C:2]([F:30])([F:29])[C:3]1[CH:4]=[C:5]([S:9]([N:12]2[CH2:16][CH2:15][C@H:14]([O:17][N:18]3C(=O)C4C(=CC=CC=4)C3=O)[CH2:13]2)(=[O:11])=[O:10])[CH:6]=[CH:7][CH:8]=1.NN. Product: [F:30][C:2]([F:1])([F:29])[C:3]1[CH:4]=[C:5]([S:9]([N:12]2[CH2:16][CH2:15][C@H:14]([O:17][NH2:18])[CH2:13]2)(=[O:11])=[O:10])[CH:6]=[CH:7][CH:8]=1. The catalyst class is: 8. (5) Reactant: [OH-].[Na+].N1C=CC=NC=1.C[O:10][C:11](=[O:37])[CH2:12][C:13]1[CH:18]=[CH:17][C:16]([O:19][C:20]2[C:21]3[CH2:36][CH2:35][CH2:34][C:22]=3[N:23]=[C:24]([C:26]3[CH:31]=[CH:30][C:29]([OH:32])=[C:28]([Cl:33])[CH:27]=3)[N:25]=2)=[CH:15][CH:14]=1.Cl. Product: [Cl:33][C:28]1[CH:27]=[C:26]([C:24]2[N:25]=[C:20]([O:19][C:16]3[CH:15]=[CH:14][C:13]([CH2:12][C:11]([OH:37])=[O:10])=[CH:18][CH:17]=3)[C:21]3[CH2:36][CH2:35][CH2:34][C:22]=3[N:23]=2)[CH:31]=[CH:30][C:29]=1[OH:32]. The catalyst class is: 24. (6) Reactant: CO[C:3]1C=CC2CC3C(SC=2[CH:16]=1)=CC=CC=3.[OH:17][C:18]1[CH:19]=[CH:20][C:21]2[CH2:22][C:23]3[C:28]([S:29][C:30]=2[CH:31]=1)=[CH:27][CH:26]=[CH:25][CH:24]=3.Br.ICC.C([O-])([O-])=[O:37].[K+].[K+]. Product: [CH2:3]([O:17][C:18]1[CH:19]=[CH:20][C:21]2[C:22](=[O:37])[C:23]3[C:28]([S:29][C:30]=2[CH:31]=1)=[CH:27][CH:26]=[CH:25][CH:24]=3)[CH3:16]. The catalyst class is: 15.